From a dataset of Catalyst prediction with 721,799 reactions and 888 catalyst types from USPTO. Predict which catalyst facilitates the given reaction. Reactant: [NH2:1][C:2]1[S:3][C:4]([CH3:10])=[C:5]([CH3:9])[C:6]=1[C:7]#[N:8].[S:11](N)([NH2:14])(=[O:13])=[O:12]. Product: [S:11]([NH:1][C:2]1[S:3][C:4]([CH3:10])=[C:5]([CH3:9])[C:6]=1[C:7]#[N:8])(=[O:13])(=[O:12])[NH2:14]. The catalyst class is: 12.